Dataset: NCI-60 drug combinations with 297,098 pairs across 59 cell lines. Task: Regression. Given two drug SMILES strings and cell line genomic features, predict the synergy score measuring deviation from expected non-interaction effect. Drug 1: CNC(=O)C1=NC=CC(=C1)OC2=CC=C(C=C2)NC(=O)NC3=CC(=C(C=C3)Cl)C(F)(F)F. Cell line: OVCAR-8. Synergy scores: CSS=-2.51, Synergy_ZIP=1.74, Synergy_Bliss=3.60, Synergy_Loewe=-0.344, Synergy_HSA=0.0520. Drug 2: C(CC(=O)O)C(=O)CN.Cl.